Dataset: NCI-60 drug combinations with 297,098 pairs across 59 cell lines. Task: Regression. Given two drug SMILES strings and cell line genomic features, predict the synergy score measuring deviation from expected non-interaction effect. (1) Drug 1: CC(CN1CC(=O)NC(=O)C1)N2CC(=O)NC(=O)C2. Drug 2: CC1=C(N=C(N=C1N)C(CC(=O)N)NCC(C(=O)N)N)C(=O)NC(C(C2=CN=CN2)OC3C(C(C(C(O3)CO)O)O)OC4C(C(C(C(O4)CO)O)OC(=O)N)O)C(=O)NC(C)C(C(C)C(=O)NC(C(C)O)C(=O)NCCC5=NC(=CS5)C6=NC(=CS6)C(=O)NCCC[S+](C)C)O. Cell line: NCI/ADR-RES. Synergy scores: CSS=6.05, Synergy_ZIP=-0.865, Synergy_Bliss=0.850, Synergy_Loewe=-4.08, Synergy_HSA=1.75. (2) Drug 1: CN1C2=C(C=C(C=C2)N(CCCl)CCCl)N=C1CCCC(=O)O.Cl. Drug 2: CC(C)CN1C=NC2=C1C3=CC=CC=C3N=C2N. Cell line: BT-549. Synergy scores: CSS=4.08, Synergy_ZIP=1.89, Synergy_Bliss=5.55, Synergy_Loewe=4.45, Synergy_HSA=3.23. (3) Cell line: MOLT-4. Synergy scores: CSS=90.1, Synergy_ZIP=4.22, Synergy_Bliss=6.26, Synergy_Loewe=6.53, Synergy_HSA=7.04. Drug 2: CC12CCC3C(C1CCC2=O)CC(=C)C4=CC(=O)C=CC34C. Drug 1: CC1=C2C(C(=O)C3(C(CC4C(C3C(C(C2(C)C)(CC1OC(=O)C(C(C5=CC=CC=C5)NC(=O)OC(C)(C)C)O)O)OC(=O)C6=CC=CC=C6)(CO4)OC(=O)C)OC)C)OC. (4) Drug 1: C1=C(C(=O)NC(=O)N1)N(CCCl)CCCl. Drug 2: CS(=O)(=O)OCCCCOS(=O)(=O)C. Cell line: BT-549. Synergy scores: CSS=4.59, Synergy_ZIP=-9.61, Synergy_Bliss=-12.9, Synergy_Loewe=-24.2, Synergy_HSA=-12.0. (5) Drug 1: CC(CN1CC(=O)NC(=O)C1)N2CC(=O)NC(=O)C2. Drug 2: C1=NC2=C(N1)C(=S)N=CN2. Cell line: NCI-H226. Synergy scores: CSS=16.0, Synergy_ZIP=-10.8, Synergy_Bliss=-10.3, Synergy_Loewe=-16.3, Synergy_HSA=-8.02.